Dataset: Peptide-MHC class II binding affinity with 134,281 pairs from IEDB. Task: Regression. Given a peptide amino acid sequence and an MHC pseudo amino acid sequence, predict their binding affinity value. This is MHC class II binding data. (1) The peptide sequence is AWVDSGAQLGELYYA. The MHC is DRB1_1602 with pseudo-sequence DRB1_1602. The binding affinity (normalized) is 0.471. (2) The peptide sequence is WNFAGIEAAASAIQG. The MHC is DRB1_1501 with pseudo-sequence DRB1_1501. The binding affinity (normalized) is 0.214.